From a dataset of Reaction yield outcomes from USPTO patents with 853,638 reactions. Predict the reaction yield, written as a fraction of the theoretical maximum amount of product (1.0 means a 100% yield; for example, 0.34 means a 34% yield). (1) The reactants are [F:1][C:2]([F:7])([F:6])[C:3]([OH:5])=[O:4].[CH:8]1([CH:13]([N:18]2[CH:22]=[C:21]([C:23]3[C:24]4[CH:32]=[CH:31][N:30](OCC[Si](C)(C)C)[C:25]=4[N:26]=[C:27](C)[N:28]=3)[CH:20]=[N:19]2)[CH2:14][CH:15]2[CH2:17][CH2:16]2)[CH2:12][CH2:11][CH2:10][CH2:9]1.C(O)(C(F)(F)F)=O. The catalyst is C(Cl)Cl. The product is [F:1][C:2]([F:7])([F:6])[C:3]([OH:5])=[O:4].[CH:8]1([CH:13]([N:18]2[CH:22]=[C:21]([C:23]3[C:24]4[CH:32]=[CH:31][NH:30][C:25]=4[N:26]=[CH:27][N:28]=3)[CH:20]=[N:19]2)[CH2:14][CH:15]2[CH2:17][CH2:16]2)[CH2:12][CH2:11][CH2:10][CH2:9]1. The yield is 0.900. (2) The reactants are [OH:1][C:2]1[CH:7]=[CH:6][C:5]([CH2:8][C:9]([NH:11][C@@H:12]([C:14]2[CH:19]=[CH:18][C:17]([NH:20][CH2:21][C:22]([F:25])([F:24])[F:23])=[CH:16][N:15]=2)[CH3:13])=[O:10])=[CH:4][CH:3]=1.O[CH:27]1[CH2:31][CH2:30][O:29][CH2:28]1.N(C(OC(C)(C)C)=O)=NC(OC(C)(C)C)=O.C1(P(C2C=CC=CC=2)C2C=CC=CC=2)C=CC=CC=1. The catalyst is C1COCC1. The product is [O:29]1[CH2:30][CH2:31][CH:27]([O:1][C:2]2[CH:3]=[CH:4][C:5]([CH2:8][C:9]([NH:11][C@@H:12]([C:14]3[CH:19]=[CH:18][C:17]([NH:20][CH2:21][C:22]([F:25])([F:23])[F:24])=[CH:16][N:15]=3)[CH3:13])=[O:10])=[CH:6][CH:7]=2)[CH2:28]1. The yield is 0.700. (3) The reactants are [NH:1]1[C:9]2[C:4](=[CH:5][C:6]([C:10]([OH:12])=[O:11])=[CH:7][CH:8]=2)[CH:3]=[CH:2]1.[N:13]([O-])=O.[Na+].Cl.[OH2:18]. No catalyst specified. The product is [CH:2]([C:3]1[C:4]2[C:9](=[CH:8][CH:7]=[C:6]([C:10]([OH:12])=[O:11])[CH:5]=2)[NH:1][N:13]=1)=[O:18]. The yield is 0.830. (4) The reactants are [CH:1]([NH2:3])=[O:2].Cl.[CH3:5][O:6][C:7](=[O:17])[C@H:8]([CH2:10][C:11]1[CH:16]=[CH:15][CH:14]=[CH:13][CH:12]=1)N. The catalyst is C1(C)C=CC=CC=1. The product is [CH3:5][O:6][C:7](=[O:17])[C@H:8]([CH2:10][C:11]1[CH:12]=[CH:13][CH:14]=[CH:15][CH:16]=1)[NH:3][CH:1]=[O:2]. The yield is 0.820. (5) The reactants are [CH3:1][C:2]1[CH:7]=[C:6](O)[N:5]2[CH:9]=[CH:10][N:11]=[C:4]2[N:3]=1.P(Cl)(Cl)([Cl:14])=O. The product is [Cl:14][C:6]1[N:5]2[CH:9]=[CH:10][N:11]=[C:4]2[N:3]=[C:2]([CH3:1])[CH:7]=1. The catalyst is C(Cl)Cl. The yield is 0.520. (6) The product is [CH2:2]([O:4][C:5]([C:7]1[N:8]([CH2:17][CH3:18])[N:9]=[CH:10][C:11]=1[C:12]([O:14][CH2:15][CH3:16])=[O:13])=[O:6])[CH3:3]. The catalyst is C(O)C.C([O-])C.[Na+]. The yield is 0.310. The reactants are [Na].[CH2:2]([O:4][C:5]([C:7]1[NH:8][N:9]=[CH:10][C:11]=1[C:12]([O:14][CH2:15][CH3:16])=[O:13])=[O:6])[CH3:3].[CH2:17](I)[CH3:18]. (7) The reactants are N(C(OCC)=O)=NC(OCC)=O.C1(C)C=CC=CC=1.O[CH2:21][C@H:22]([NH:30][S:31]([C:34]1[CH:39]=[CH:38][CH:37]=[CH:36][C:35]=1[N+:40]([O-:42])=[O:41])(=[O:33])=[O:32])[C@@H:23]1[CH2:27][C@@H:26]([CH3:28])[C:25](=[O:29])[O:24]1.C1(P(C2C=CC=CC=2)C2C=CC=CC=2)C=CC=CC=1. The catalyst is O1CCCC1. The product is [CH3:28][C@@H:26]1[CH2:27][C@@H:23]([CH:22]2[CH2:21][N@@:30]2[S:31]([C:34]2[CH:39]=[CH:38][CH:37]=[CH:36][C:35]=2[N+:40]([O-:42])=[O:41])(=[O:33])=[O:32])[O:24][C:25]1=[O:29]. The yield is 0.870.